Task: Predict the product of the given reaction.. Dataset: Forward reaction prediction with 1.9M reactions from USPTO patents (1976-2016) (1) Given the reactants [CH2:1]([C:4]1[S:31][C:7]2[N:8]=[C:9]([N:25]3[CH2:29][CH2:28][C@H:27]([NH2:30])[CH2:26]3)[N:10]=[C:11]([N:12]3[CH2:17][CH2:16][N:15]4[C:18]([C:21]([F:24])([F:23])[F:22])=[N:19][N:20]=[C:14]4[CH2:13]3)[C:6]=2[CH:5]=1)[CH2:2][CH3:3].[CH3:32][S:33](Cl)(=[O:35])=[O:34], predict the reaction product. The product is: [CH2:1]([C:4]1[S:31][C:7]2[N:8]=[C:9]([N:25]3[CH2:29][CH2:28][C@H:27]([NH:30][S:33]([CH3:32])(=[O:35])=[O:34])[CH2:26]3)[N:10]=[C:11]([N:12]3[CH2:17][CH2:16][N:15]4[C:18]([C:21]([F:22])([F:23])[F:24])=[N:19][N:20]=[C:14]4[CH2:13]3)[C:6]=2[CH:5]=1)[CH2:2][CH3:3]. (2) Given the reactants [N:1]1([CH2:7][CH2:8][CH2:9][O:10][C:11]2[CH:16]=[CH:15][C:14]([CH2:17][C:18]([O:20]C)=[O:19])=[CH:13][CH:12]=2)[CH2:6][CH2:5][CH2:4][CH2:3][CH2:2]1.Cl, predict the reaction product. The product is: [N:1]1([CH2:7][CH2:8][CH2:9][O:10][C:11]2[CH:12]=[CH:13][C:14]([CH2:17][C:18]([OH:20])=[O:19])=[CH:15][CH:16]=2)[CH2:2][CH2:3][CH2:4][CH2:5][CH2:6]1. (3) Given the reactants [Li+].[OH-].[F:3][C:4]1[CH:9]=[CH:8][C:7]([C:10]2[O:36][C:13]3=[N:14][C:15]([CH2:30][CH2:31][C:32]([F:35])([F:34])[F:33])=[C:16]([C:18]4[CH:19]=[N:20][C:21]([O:28][CH3:29])=[C:22]([CH:27]=4)[C:23]([O:25]C)=[O:24])[CH:17]=[C:12]3[C:11]=2[C:37](=[O:40])[NH:38][CH3:39])=[CH:6][CH:5]=1.CO.C1COCC1, predict the reaction product. The product is: [F:3][C:4]1[CH:9]=[CH:8][C:7]([C:10]2[O:36][C:13]3=[N:14][C:15]([CH2:30][CH2:31][C:32]([F:33])([F:34])[F:35])=[C:16]([C:18]4[CH:19]=[N:20][C:21]([O:28][CH3:29])=[C:22]([CH:27]=4)[C:23]([OH:25])=[O:24])[CH:17]=[C:12]3[C:11]=2[C:37](=[O:40])[NH:38][CH3:39])=[CH:6][CH:5]=1. (4) Given the reactants S[C:2]1[O:3][C:4]2[CH:14]=[CH:13][C:12]3[C:7](=[CH:8][CH:9]=[CH:10][CH:11]=3)[C:5]=2[N:6]=1.[CH3:15][N:16]1[CH2:22][CH2:21][CH2:20][NH:19][CH2:18][CH2:17]1, predict the reaction product. The product is: [CH3:15][N:16]1[CH2:22][CH2:21][CH2:20][N:19]([C:2]2[O:3][C:4]3[CH:14]=[CH:13][C:12]4[C:7](=[CH:8][CH:9]=[CH:10][CH:11]=4)[C:5]=3[N:6]=2)[CH2:18][CH2:17]1. (5) The product is: [Cl:18][C:15]1[CH:16]=[CH:17][C:12]([C:8]2([C:6]3[N:5]=[C:4]([CH3:19])[N:3]=[C:2]([NH:34][C:24]4[CH:25]=[CH:26][C:27]([N:28]5[CH:32]=[C:31]([CH3:33])[N:30]=[CH:29]5)=[C:22]([O:21][CH3:20])[CH:23]=4)[CH:7]=3)[CH2:11][CH2:10][CH2:9]2)=[CH:13][CH:14]=1. Given the reactants Cl[C:2]1[CH:7]=[C:6]([C:8]2([C:12]3[CH:17]=[CH:16][C:15]([Cl:18])=[CH:14][CH:13]=3)[CH2:11][CH2:10][CH2:9]2)[N:5]=[C:4]([CH3:19])[N:3]=1.[CH3:20][O:21][C:22]1[CH:23]=[C:24]([NH2:34])[CH:25]=[CH:26][C:27]=1[N:28]1[CH:32]=[C:31]([CH3:33])[N:30]=[CH:29]1, predict the reaction product. (6) Given the reactants [F:1][C:2]([F:16])([F:15])[CH:3]([CH:5]1[C:9]2([O:14][CH2:13][CH2:12][CH2:11][O:10]2)[CH2:8][CH2:7][CH2:6]1)[OH:4].C[Si](C)(C)[N-][Si](C)(C)C.[Li+].[F:27][C:28]([F:42])([S:38](F)(=[O:40])=[O:39])[C:29](=[O:37])[NH:30][C:31]1[CH:36]=[CH:35][CH:34]=[CH:33][CH:32]=1, predict the reaction product. The product is: [F:42][C:28]([F:27])([S:38]([O:4][CH:3]([CH:5]1[C:9]2([O:10][CH2:11][CH2:12][CH2:13][O:14]2)[CH2:8][CH2:7][CH2:6]1)[C:2]([F:1])([F:15])[F:16])(=[O:40])=[O:39])[C:29](=[O:37])[NH:30][C:31]1[CH:36]=[CH:35][CH:34]=[CH:33][CH:32]=1.